From a dataset of Forward reaction prediction with 1.9M reactions from USPTO patents (1976-2016). Predict the product of the given reaction. (1) Given the reactants C(OC([N:8]1[CH2:13][CH2:12][CH:11]([CH:14]([CH2:17][OH:18])[CH2:15][OH:16])[CH2:10][CH2:9]1)=O)(C)(C)C.[ClH:19].O1CCOCC1, predict the reaction product. The product is: [ClH:19].[NH:8]1[CH2:13][CH2:12][CH:11]([CH:14]([CH2:17][OH:18])[CH2:15][OH:16])[CH2:10][CH2:9]1. (2) The product is: [Cl:1][C:2]1[CH:3]=[CH:4][C:5]([N:31]2[CH:35]=[N:34][N:33]=[N:32]2)=[C:6]([C:8]2[CH:16]=[C:15]3[N:11]([C@H:12]([C:17]4[NH:18][C:19]([C:22]5[CH:23]=[C:24]([C:27]#[N:29])[S:25][CH:26]=5)=[CH:20][N:21]=4)[CH2:13][CH2:14]3)[C:10](=[O:30])[CH:9]=2)[CH:7]=1. Given the reactants [Cl:1][C:2]1[CH:3]=[CH:4][C:5]([N:31]2[CH:35]=[N:34][N:33]=[N:32]2)=[C:6]([C:8]2[CH:16]=[C:15]3[N:11]([C@H:12]([C:17]4[NH:18][C:19]([C:22]5[CH:23]=[C:24]([C:27]([NH2:29])=O)[S:25][CH:26]=5)=[CH:20][N:21]=4)[CH2:13][CH2:14]3)[C:10](=[O:30])[CH:9]=2)[CH:7]=1.CS(Cl)(=O)=O, predict the reaction product. (3) Given the reactants [Cl:1][C:2]1[CH:3]=[C:4]([CH:27]=[CH:28][C:29]=1[Cl:30])[CH2:5][NH:6][C:7]1[CH:8]=[CH:9][C:10]([O:13][C:14]2[CH:19]=[CH:18][C:17]([CH2:20]CC(OCC)=O)=[CH:16][CH:15]=2)=[N:11][CH:12]=1.C=O.[C:33]([OH:36])(=[O:35])[CH3:34].[C:37]([BH3-])#N.[Na+].[OH-].[Na+].Cl, predict the reaction product. The product is: [Cl:30][C:29]1[CH:28]=[C:27]([CH:37]=[CH:3][C:2]=1[Cl:1])[CH2:4][CH2:5][NH:6][C:7]1[CH:8]=[CH:9][C:10]([O:13][C:14]2[CH:15]=[CH:16][C:17]([CH2:20][CH2:34][C:33]([OH:36])=[O:35])=[CH:18][CH:19]=2)=[N:11][CH:12]=1. (4) Given the reactants [CH2:1]([O:8][C@@H:9]1[C@@H:14]([O:15][CH2:16][C:17]2[CH:22]=[CH:21][CH:20]=[CH:19][CH:18]=2)[C@H:13]([O:23][CH2:24][C:25]2[CH:30]=[CH:29][CH:28]=[CH:27][CH:26]=2)[C@@H:12]([CH2:31][O:32][CH2:33][C:34]2[CH:39]=[CH:38][CH:37]=[CH:36][CH:35]=2)[O:11][C@:10]1([CH2:42][CH2:43][OH:44])[O:40][CH3:41])[C:2]1[CH:7]=[CH:6][CH:5]=[CH:4][CH:3]=1.N1C=CC=CC=1.[S:51](Cl)([C:54]1[CH:60]=[CH:59][C:57]([CH3:58])=[CH:56][CH:55]=1)(=[O:53])=[O:52], predict the reaction product. The product is: [CH3:58][C:57]1[CH:59]=[CH:60][C:54]([S:51]([O:44][CH2:43][CH2:42][C@@:10]2([O:40][CH3:41])[C@H:9]([O:8][CH2:1][C:2]3[CH:7]=[CH:6][CH:5]=[CH:4][CH:3]=3)[C@@H:14]([O:15][CH2:16][C:17]3[CH:22]=[CH:21][CH:20]=[CH:19][CH:18]=3)[C@H:13]([O:23][CH2:24][C:25]3[CH:26]=[CH:27][CH:28]=[CH:29][CH:30]=3)[C@@H:12]([CH2:31][O:32][CH2:33][C:34]3[CH:39]=[CH:38][CH:37]=[CH:36][CH:35]=3)[O:11]2)(=[O:53])=[O:52])=[CH:55][CH:56]=1. (5) Given the reactants [CH3:1][O:2][C:3]1[N:8]=[C:7]([C:9]([OH:11])=O)[CH:6]=[CH:5][C:4]=1[N+:12]([O-:14])=[O:13].Cl.CN.C(=O)(O)[O-].[Na+].[CH3:23][N:24](C(ON1N=NC2C=CC=NC1=2)=[N+](C)C)C.F[P-](F)(F)(F)(F)F, predict the reaction product. The product is: [CH3:1][O:2][C:3]1[N:8]=[C:7]([C:9]([NH:24][CH3:23])=[O:11])[CH:6]=[CH:5][C:4]=1[N+:12]([O-:14])=[O:13]. (6) The product is: [OH:6][C:7]1[CH:12]=[CH:11][CH:10]=[CH:9][C:8]=1[C:13]1[O:17][N:16]=[C:15]([CH2:18][CH2:19][CH2:20][CH2:21][C:22]([O:24][CH3:25])=[O:23])[N:14]=1. Given the reactants B(Br)(Br)Br.C[O:6][C:7]1[CH:12]=[CH:11][CH:10]=[CH:9][C:8]=1[C:13]1[O:17][N:16]=[C:15]([CH2:18][CH2:19][CH2:20][CH2:21][C:22]([O:24][CH3:25])=[O:23])[N:14]=1.CO, predict the reaction product. (7) Given the reactants Br[C:2]1[CH:3]=[CH:4][C:5]2[N:6]([C:8]([C:11]3[CH:18]=[CH:17][C:14]([C:15]#[N:16])=[CH:13][CH:12]=3)=[CH:9][N:10]=2)[CH:7]=1.[CH3:19][NH:20][C:21]1[CH:26]=[C:25](B2OC(C)(C)C(C)(C)O2)[CH:24]=[CH:23][C:22]=1[C:36]([N:38]1[CH2:43][CH2:42][O:41][CH2:40][CH2:39]1)=[O:37].[O-]P([O-])([O-])=O.[K+].[K+].[K+], predict the reaction product. The product is: [CH3:19][NH:20][C:21]1[CH:26]=[C:25]([C:2]2[CH:3]=[CH:4][C:5]3[N:6]([C:8]([C:11]4[CH:18]=[CH:17][C:14]([C:15]#[N:16])=[CH:13][CH:12]=4)=[CH:9][N:10]=3)[CH:7]=2)[CH:24]=[CH:23][C:22]=1[C:36]([N:38]1[CH2:43][CH2:42][O:41][CH2:40][CH2:39]1)=[O:37]. (8) Given the reactants [Cl:1][C:2]1[CH:3]=[C:4]([CH:8]2[CH2:13][N:12]([CH2:14][C@H:15]([OH:20])[C:16]([F:19])([F:18])[F:17])[CH2:11][CH2:10][O:9]2)[CH:5]=[CH:6][CH:7]=1.ClCCl.[Cl:24][C:25]1[CH:30]=[CH:29][C:28]([N:31]=[C:32]=[O:33])=[CH:27][C:26]=1[F:34], predict the reaction product. The product is: [ClH:1].[Cl:1][C:2]1[CH:3]=[C:4]([C@@H:8]2[O:9][CH2:10][CH2:11][N:12]([CH2:14][C@H:15]([O:20][C:32](=[O:33])[NH:31][C:28]3[CH:29]=[CH:30][C:25]([Cl:24])=[C:26]([F:34])[CH:27]=3)[C:16]([F:18])([F:19])[F:17])[CH2:13]2)[CH:5]=[CH:6][CH:7]=1. (9) Given the reactants [Cl:1][C:2]1[C:16]([Cl:17])=[CH:15][C:5]2[NH:6][C:7]([C:9](=[O:14])[C:10]([F:13])([F:12])[F:11])=[N:8][C:4]=2[CH:3]=1.Cl[CH2:19][CH2:20][OH:21].C(=O)([O-])[O-].[K+].[K+], predict the reaction product. The product is: [Cl:17][C:16]1[C:2]([Cl:1])=[CH:3][C:4]2[NH:8][C:7]([C:9]3([C:10]([F:13])([F:11])[F:12])[O:21][CH2:20][CH2:19][O:14]3)=[N:6][C:5]=2[CH:15]=1.